The task is: Predict the reactants needed to synthesize the given product.. This data is from Full USPTO retrosynthesis dataset with 1.9M reactions from patents (1976-2016). Given the product [CH3:1][O:2][C:3](=[O:20])[C:4]1[CH:9]=[CH:8][CH:7]=[C:6]([C:10](=[O:19])[CH2:11][CH2:12][CH:21]=[CH2:22])[CH:5]=1, predict the reactants needed to synthesize it. The reactants are: [CH3:1][O:2][C:3](=[O:20])[C:4]1[CH:9]=[CH:8][CH:7]=[C:6]([C:10](=[O:19])[CH2:11][C:12](OC(C)(C)C)=O)[CH:5]=1.[CH2:21](Br)[CH:22]=C.[H-].[Na+].